From a dataset of KCNQ2 potassium channel screen with 302,405 compounds. Binary Classification. Given a drug SMILES string, predict its activity (active/inactive) in a high-throughput screening assay against a specified biological target. The result is 0 (inactive). The compound is Clc1ccc(/C=N\n2c(nc3c(c2=O)cccc3)CC)cc1.